Task: Predict the product of the given reaction.. Dataset: Forward reaction prediction with 1.9M reactions from USPTO patents (1976-2016) (1) Given the reactants Br[C:2]1[N:6]([CH:7]([CH3:9])[CH3:8])[C:5]2[CH:10]([C:23]3[CH:28]=[CH:27][C:26]([Cl:29])=[CH:25][C:24]=3[CH3:30])[N:11]([C:14]3[CH:19]=[C:18]([Cl:20])[C:17](=[O:21])[N:16]([CH3:22])[CH:15]=3)[C:12](=[O:13])[C:4]=2[CH:3]=1.[CH3:31][O:32][C:33]1[CH:38]=[CH:37][CH:36]=[CH:35][C:34]=1B(O)O.BrC1N(C(C)C)C2C(C3C=CC(Cl)=CC=3)N(C3C=C(Cl)C=CC=3C)C(=O)C=2C=1.C(C1C=CC(OC)=C(B(O)O)C=1)#N, predict the reaction product. The product is: [Cl:20][C:18]1[C:17](=[O:21])[N:16]([CH3:22])[CH:15]=[C:14]([N:11]2[C:12](=[O:13])[C:4]3[CH:3]=[C:2]([C:34]4[CH:35]=[CH:36][CH:37]=[CH:38][C:33]=4[O:32][CH3:31])[N:6]([CH:7]([CH3:9])[CH3:8])[C:5]=3[CH:10]2[C:23]2[CH:28]=[CH:27][C:26]([Cl:29])=[CH:25][C:24]=2[CH3:30])[CH:19]=1. (2) The product is: [CH3:9][C:4]1[CH:5]=[C:6]([CH3:8])[CH:7]=[C:2]([O:1][CH2:17][CH2:18][O:19][C:20]2[CH:21]=[CH:22][C:23]([N+:26]([O-:28])=[O:27])=[CH:24][CH:25]=2)[N:3]=1. Given the reactants [OH:1][C:2]1[CH:7]=[C:6]([CH3:8])[CH:5]=[C:4]([CH3:9])[N:3]=1.C(=O)([O-])[O-].[K+].[K+].Br[CH2:17][CH2:18][O:19][C:20]1[CH:25]=[CH:24][C:23]([N+:26]([O-:28])=[O:27])=[CH:22][CH:21]=1, predict the reaction product. (3) Given the reactants [Cl:1][C:2]1[CH:3]=[CH:4][C:5]([NH:8][C@H:9]2[C@@H:14]3[CH2:15][C@@H:11]([CH2:12][N:13]3C(OC(C)(C)C)=O)[CH2:10]2)=[N:6][CH:7]=1.Cl, predict the reaction product. The product is: [Cl:1][C:2]1[CH:3]=[CH:4][C:5]([NH:8][C@H:9]2[C@@H:14]3[CH2:15][C@@H:11]([CH2:12][NH:13]3)[CH2:10]2)=[N:6][CH:7]=1.